Dataset: Full USPTO retrosynthesis dataset with 1.9M reactions from patents (1976-2016). Task: Predict the reactants needed to synthesize the given product. (1) Given the product [C:1]([O:5][C:6]([N:8]1[CH2:12][C@H:11]([O:13][CH3:33])[CH2:10][C@H:9]1[C:14]([N:16]1[CH2:17][CH2:18][CH:19]([CH2:22][C:23]2[CH:24]=[CH:25][CH:26]=[CH:27][CH:28]=2)[CH2:20][CH2:21]1)=[O:15])=[O:7])([CH3:4])([CH3:2])[CH3:3], predict the reactants needed to synthesize it. The reactants are: [C:1]([O:5][C:6]([N:8]1[CH2:12][CH:11]([OH:13])[CH2:10][CH:9]1[C:14]([N:16]1[CH2:21][CH2:20][CH:19]([CH2:22][C:23]2[CH:28]=[CH:27][CH:26]=[CH:25][CH:24]=2)[CH2:18][CH2:17]1)=[O:15])=[O:7])([CH3:4])([CH3:3])[CH3:2].[H-].[Na+].CI.[C:33]([O-])(O)=O.[Na+]. (2) Given the product [C:22]([O:26][C:27]([N:16]1[CH2:15][CH2:14][N:13]([C:10]2[CH:11]=[CH:12][C:7]([NH:6][C:4](=[O:5])[CH:3]([CH2:1][CH3:2])[CH2:20][CH3:21])=[CH:8][C:9]=2[F:19])[CH2:18][CH2:17]1)=[O:28])([CH3:25])([CH3:24])[CH3:23], predict the reactants needed to synthesize it. The reactants are: [CH2:1]([CH:3]([CH2:20][CH3:21])[C:4]([NH:6][C:7]1[CH:12]=[CH:11][C:10]([N:13]2[CH2:18][CH2:17][NH:16][CH2:15][CH2:14]2)=[C:9]([F:19])[CH:8]=1)=[O:5])[CH3:2].[C:22]([O:26][C:27](N1CCN(C2C=CC(N)=CC=2F)CC1)=[O:28])([CH3:25])([CH3:24])[CH3:23].CCN(CC)CC.